Dataset: Reaction yield outcomes from USPTO patents with 853,638 reactions. Task: Predict the reaction yield, written as a fraction of the theoretical maximum amount of product (1.0 means a 100% yield; for example, 0.34 means a 34% yield). (1) The reactants are C[O:2][C:3]1[C:12]2[CH:13]=[CH:14][O:15][C:11]=2[N:10]=[C:9]2[C:4]=1[CH:5]=[CH:6][CH:7]=[CH:8]2.Br. The catalyst is CC(O)=O. The product is [O:15]1[C:11]2=[N:10][C:9]3[C:4]([C:3](=[O:2])[C:12]2=[CH:13][CH2:14]1)=[CH:5][CH:6]=[CH:7][CH:8]=3. The yield is 0.360. (2) The reactants are [Cl:1][C:2]1[CH:7]=[C:6]([Cl:8])[CH:5]=[CH:4][C:3]=1[S:9][C:10]1[CH:11]=[CH:12][C:13](=[O:16])[NH:14][N:15]=1.C(OO)(=[O:19])C.C(O)(=O)C.[OH2:26]. No catalyst specified. The product is [Cl:1][C:2]1[CH:7]=[C:6]([Cl:8])[CH:5]=[CH:4][C:3]=1[S:9]([C:10]1[CH:11]=[CH:12][C:13](=[O:16])[NH:14][N:15]=1)(=[O:19])=[O:26]. The yield is 0.370. (3) The reactants are [H-].[Na+].[CH3:3][O:4][C:5]1[CH:13]=[C:12]2[C:8]([C:9]([C:15]#[N:16])=[C:10]([CH3:14])[NH:11]2)=[CH:7][CH:6]=1.[CH2:17](I)[CH3:18]. The catalyst is CN(C=O)C. The product is [CH2:17]([N:11]1[C:12]2[C:8](=[CH:7][CH:6]=[C:5]([O:4][CH3:3])[CH:13]=2)[C:9]([C:15]#[N:16])=[C:10]1[CH3:14])[CH3:18]. The yield is 0.920. (4) The reactants are [CH2:1]([OH:8])[C:2]1[CH:7]=[CH:6][CH:5]=[CH:4][CH:3]=1.[H-].[Na+].Cl[C:12]1[CH:13]=[CH:14][C:15]2[CH2:16][N:17]([C:23]([O:25][C:26]([CH3:29])([CH3:28])[CH3:27])=[O:24])[CH2:18][CH2:19][O:20][C:21]=2[N:22]=1.O. The catalyst is C1(C)C=CC=CC=1.C1C=CC(/C=C/C(/C=C/C2C=CC=CC=2)=O)=CC=1.C1C=CC(/C=C/C(/C=C/C2C=CC=CC=2)=O)=CC=1.C1C=CC(/C=C/C(/C=C/C2C=CC=CC=2)=O)=CC=1.[Pd].[Pd].C1C=CC(P(C2C(C3C(P(C4C=CC=CC=4)C4C=CC=CC=4)=CC=C4C=3C=CC=C4)=C3C(C=CC=C3)=CC=2)C2C=CC=CC=2)=CC=1. The product is [CH2:1]([O:8][C:12]1[CH:13]=[CH:14][C:15]2[CH2:16][N:17]([C:23]([O:25][C:26]([CH3:29])([CH3:28])[CH3:27])=[O:24])[CH2:18][CH2:19][O:20][C:21]=2[N:22]=1)[C:2]1[CH:7]=[CH:6][CH:5]=[CH:4][CH:3]=1. The yield is 0.710. (5) The catalyst is O1CCCC1. The product is [C:1]([CH:3]=[C:4]1[CH2:5][CH2:6][N:7]([C:10]2[CH:15]=[CH:14][C:13]([N:16]3[CH2:20][C@H:19]([CH2:21][N:22]([CH3:28])[C:23](=[O:25])[CH3:24])[O:18][C:17]3=[O:26])=[CH:12][C:11]=2[F:27])[CH2:8][CH2:9]1)#[N:2]. The reactants are [C:1]([CH:3]=[C:4]1[CH2:9][CH2:8][N:7]([C:10]2[CH:15]=[CH:14][C:13]([N:16]3[CH2:20][C@H:19]([CH2:21][NH:22][C:23](=[O:25])[CH3:24])[O:18][C:17]3=[O:26])=[CH:12][C:11]=2[F:27])[CH2:6][CH2:5]1)#[N:2].[CH2:28]([Li])CCC.CI.O.C(OCC)(=O)C. The yield is 0.440.